From a dataset of Reaction yield outcomes from USPTO patents with 853,638 reactions. Predict the reaction yield, written as a fraction of the theoretical maximum amount of product (1.0 means a 100% yield; for example, 0.34 means a 34% yield). (1) The reactants are [Br:1][C:2]1[C:3]([CH3:10])=[N:4][C:5]([O:8][CH3:9])=[CH:6][CH:7]=1.C1C=C(Cl)C=C(C(OO)=[O:19])C=1. The catalyst is C(Cl)(Cl)Cl.C([O-])(O)=O.[Na+]. The product is [Br:1][C:2]1[C:3]([CH3:10])=[N+:4]([O-:19])[C:5]([O:8][CH3:9])=[CH:6][CH:7]=1. The yield is 0.520. (2) The reactants are Br[C:2]1[S:3][CH:4]=[CH:5][N:6]=1.[C:7]1(B(O)O)[CH:12]=[CH:11][CH:10]=[CH:9][CH:8]=1.C([O-])([O-])=O.[Cs+].[Cs+]. The catalyst is O1CCOCC1.CC(C)([P](C(C)(C)C)([Pd][P](C(C)(C)C)(C(C)(C)C)C(C)(C)C)C(C)(C)C)C. The product is [C:7]1([C:2]2[S:3][CH:4]=[CH:5][N:6]=2)[CH:12]=[CH:11][CH:10]=[CH:9][CH:8]=1. The yield is 0.700.